Dataset: Full USPTO retrosynthesis dataset with 1.9M reactions from patents (1976-2016). Task: Predict the reactants needed to synthesize the given product. The reactants are: [Br:1][C:2]1[C:3]([S:11][CH2:12][CH2:13][C:14]([O:16][CH2:17][CH:18]([CH2:23][CH3:24])[CH2:19][CH2:20][CH2:21][CH3:22])=[O:15])=[CH:4][C:5]2[O:9][CH2:8][CH2:7][C:6]=2[CH:10]=1.C(C1C(=O)C(Cl)=C(Cl)C(=O)C=1C#N)#N. Given the product [Br:1][C:2]1[C:3]([S:11][CH2:12][CH2:13][C:14]([O:16][CH2:17][CH:18]([CH2:23][CH3:24])[CH2:19][CH2:20][CH2:21][CH3:22])=[O:15])=[CH:4][C:5]2[O:9][CH:8]=[CH:7][C:6]=2[CH:10]=1, predict the reactants needed to synthesize it.